This data is from NCI-60 drug combinations with 297,098 pairs across 59 cell lines. The task is: Regression. Given two drug SMILES strings and cell line genomic features, predict the synergy score measuring deviation from expected non-interaction effect. (1) Drug 1: C1=NC2=C(N1)C(=S)N=C(N2)N. Drug 2: CCC1(C2=C(COC1=O)C(=O)N3CC4=CC5=C(C=CC(=C5CN(C)C)O)N=C4C3=C2)O.Cl. Cell line: MALME-3M. Synergy scores: CSS=19.8, Synergy_ZIP=-6.12, Synergy_Bliss=0.917, Synergy_Loewe=-5.50, Synergy_HSA=0.899. (2) Drug 1: CCN(CC)CCNC(=O)C1=C(NC(=C1C)C=C2C3=C(C=CC(=C3)F)NC2=O)C. Drug 2: CC(C)(C#N)C1=CC(=CC(=C1)CN2C=NC=N2)C(C)(C)C#N. Cell line: MCF7. Synergy scores: CSS=-1.62, Synergy_ZIP=0.582, Synergy_Bliss=0.961, Synergy_Loewe=-1.28, Synergy_HSA=-2.25. (3) Drug 1: C1CN1P(=S)(N2CC2)N3CC3. Drug 2: C1=NNC2=C1C(=O)NC=N2. Cell line: K-562. Synergy scores: CSS=12.2, Synergy_ZIP=1.89, Synergy_Bliss=4.98, Synergy_Loewe=-2.30, Synergy_HSA=2.23. (4) Drug 1: CN1C2=C(C=C(C=C2)N(CCCl)CCCl)N=C1CCCC(=O)O.Cl. Drug 2: C1C(C(OC1N2C=NC(=NC2=O)N)CO)O. Cell line: HOP-62. Synergy scores: CSS=-1.48, Synergy_ZIP=-1.03, Synergy_Bliss=-3.80, Synergy_Loewe=-4.73, Synergy_HSA=-3.94.